Dataset: Forward reaction prediction with 1.9M reactions from USPTO patents (1976-2016). Task: Predict the product of the given reaction. (1) Given the reactants [CH2:1](Br)[C:2]#[CH:3].[OH:5][C:6]1[CH:15]=[CH:14][CH:13]=[CH:12][C:7]=1[C:8]([O:10][CH3:11])=[O:9].C(=O)([O-])[O-].[K+].[K+].O, predict the reaction product. The product is: [CH3:11][O:10][C:8](=[O:9])[C:7]1[CH:12]=[CH:13][CH:14]=[CH:15][C:6]=1[O:5][CH2:3][C:2]#[CH:1]. (2) Given the reactants Br[C:2]1[C:10]2[CH:9]=[CH:8][S:7][C:6]=2[C:5]([O:11][CH3:12])=[CH:4][CH:3]=1.[Cu][C:14]#[N:15].Cl.C#N, predict the reaction product. The product is: [C:14]([C:2]1[C:10]2[CH:9]=[CH:8][S:7][C:6]=2[C:5]([O:11][CH3:12])=[CH:4][CH:3]=1)#[N:15]. (3) Given the reactants [Cl:1][C:2]1[CH:8]=[C:7]([I:9])[CH:6]=[CH:5][C:3]=1[NH2:4].[N+:10]([C:13]1[CH:18]=[CH:17][C:16]([S:19](Cl)(=[O:21])=[O:20])=[CH:15][CH:14]=1)([O-:12])=[O:11], predict the reaction product. The product is: [Cl:1][C:2]1[CH:8]=[C:7]([I:9])[CH:6]=[CH:5][C:3]=1[NH:4][S:19]([C:16]1[CH:15]=[CH:14][C:13]([N+:10]([O-:12])=[O:11])=[CH:18][CH:17]=1)(=[O:20])=[O:21]. (4) Given the reactants Cl.[CH3:2][O:3][C:4]1[CH:9]=[CH:8][CH:7]=[CH:6][C:5]=1[NH:10][NH2:11].[OH-].[Na+], predict the reaction product. The product is: [CH3:2][O:3][C:4]1[CH:9]=[CH:8][CH:7]=[CH:6][C:5]=1[N:10]1[C:5]([NH2:10])=[CH:4][C:9]([CH3:8])=[N:11]1.